Dataset: Full USPTO retrosynthesis dataset with 1.9M reactions from patents (1976-2016). Task: Predict the reactants needed to synthesize the given product. (1) Given the product [Cl:25][C:26]1[CH:31]=[C:30]([NH:32][C:2]2[C:3]([NH:12][S:13]([C:16]3[CH:21]=[CH:20][CH:19]=[C:18]([N+:22]([O-:24])=[O:23])[CH:17]=3)(=[O:14])=[O:15])=[N:4][C:5]3[C:10]([N:11]=2)=[CH:9][CH:8]=[CH:7][CH:6]=3)[CH:29]=[C:28]([Cl:33])[N:27]=1, predict the reactants needed to synthesize it. The reactants are: Cl[C:2]1[C:3]([NH:12][S:13]([C:16]2[CH:21]=[CH:20][CH:19]=[C:18]([N+:22]([O-:24])=[O:23])[CH:17]=2)(=[O:15])=[O:14])=[N:4][C:5]2[C:10]([N:11]=1)=[CH:9][CH:8]=[CH:7][CH:6]=2.[Cl:25][C:26]1[CH:31]=[C:30]([NH2:32])[CH:29]=[C:28]([Cl:33])[N:27]=1.CC1C=CC(C)=CC=1. (2) Given the product [CH2:44]([N:22]1[CH2:23][CH2:24][CH:20]([NH:19][C:12]2[C:11]3[C:16](=[CH:17][CH:18]=[C:9]([CH:8]([C:25]4[CH:26]=[CH:27][C:28]([Cl:31])=[CH:29][CH:30]=4)[C:5]4[CH:6]=[CH:7][C:2]([Cl:1])=[CH:3][CH:4]=4)[CH:10]=3)[N:15]=[N:14][CH:13]=2)[CH2:21]1)[C:45]1[CH:50]=[CH:49][CH:48]=[CH:47][CH:46]=1, predict the reactants needed to synthesize it. The reactants are: [Cl:1][C:2]1[CH:7]=[CH:6][C:5]([CH:8]([C:25]2[CH:30]=[CH:29][C:28]([Cl:31])=[CH:27][CH:26]=2)[C:9]2[CH:10]=[C:11]3[C:16](=[CH:17][CH:18]=2)[N:15]=[N:14][CH:13]=[C:12]3[NH:19][CH:20]2[CH2:24][CH2:23][NH:22][CH2:21]2)=[CH:4][CH:3]=1.CN(C)C=O.C(=O)([O-])[O-].[K+].[K+].Br[CH2:44][C:45]1[CH:50]=[CH:49][CH:48]=[CH:47][CH:46]=1. (3) Given the product [C:16]([NH:18][C:19]1[CH:25]=[CH:24][N:23]([C@@H:26]2[O:30][C@H:29]([CH2:31][OH:32])[C@@H:28]([OH:33])[C@H:27]2[OH:38])[C:21](=[O:22])[N:20]=1)(=[O:17])[CH2:15][CH2:14][CH2:13][CH2:12][CH2:11][CH2:10][CH2:9][CH2:8][CH2:7][CH2:6][CH2:5][CH2:4][CH2:3][CH2:2][CH3:1], predict the reactants needed to synthesize it. The reactants are: [CH3:1][CH2:2][CH2:3][CH2:4][CH2:5][CH2:6][CH2:7][CH2:8][CH2:9][CH2:10][CH2:11][CH2:12][CH2:13][CH2:14][CH2:15][C:16]([NH:18][C:19]1[CH:25]=[CH:24][N:23]([C@@H:26]2[O:30][C@H:29]([CH2:31][OH:32])[C@@H:28]([OH:33])[C@@H:27]2C#N)[C:21](=[O:22])[N:20]=1)=[O:17].[C@@H]1(N2C=CC(N)=NC2=O)O[C@H](CO)[C@@H](O)[C@H]1[OH:38].C(OC(=O)CCCCCCCCCCCCCCC)(=O)CCCCCCCCCCCCCCC. (4) Given the product [F:32][C:30]1[CH:31]=[C:23]([F:22])[C:24]2[C:28]([CH:29]=1)=[N:27][N:26]1[C:4](=[O:21])[CH:5]=[C:6]([CH:8]3[CH2:9][CH2:10][N:11]([C:14]([O:16][C:17]([CH3:18])([CH3:19])[CH3:20])=[O:15])[CH2:12][CH2:13]3)[NH:33][C:25]=21, predict the reactants needed to synthesize it. The reactants are: C(O[C:4](=[O:21])[CH2:5][C:6]([CH:8]1[CH2:13][CH2:12][N:11]([C:14]([O:16][C:17]([CH3:20])([CH3:19])[CH3:18])=[O:15])[CH2:10][CH2:9]1)=O)C.[F:22][C:23]1[CH:31]=[C:30]([F:32])[CH:29]=[C:28]2[C:24]=1[C:25]([NH2:33])=[N:26][NH:27]2.P([O-])([O-])([O-])=O.[K+].[K+].[K+]. (5) Given the product [NH:1]([C:5]1[CH:36]=[CH:35][CH:34]=[CH:33][C:6]=1[CH2:7][C:8]1[NH:16][C:15]2[C:14](=[O:17])[N:13]([CH2:18][CH2:19][CH3:20])[C:12](=[O:21])[N:11]([CH2:22][CH2:23][C:24]3[CH:25]=[CH:26][C:27]([NH2:30])=[CH:28][CH:29]=3)[C:10]=2[N:9]=1)[C:2]([CH3:4])=[O:3], predict the reactants needed to synthesize it. The reactants are: [NH:1]([C:5]1[CH:36]=[CH:35][CH:34]=[CH:33][C:6]=1[CH2:7][C:8]1[NH:16][C:15]2[C:14](=[O:17])[N:13]([CH2:18][CH2:19][CH3:20])[C:12](=[O:21])[N:11]([CH2:22][CH2:23][C:24]3[CH:29]=[CH:28][C:27]([N+:30]([O-])=O)=[CH:26][CH:25]=3)[C:10]=2[N:9]=1)[C:2]([CH3:4])=[O:3].O.NN.[H][H]. (6) Given the product [Cl:1][C:2]1[CH:3]=[C:4]([CH:9]=[CH:10][C:11]=1[O:12][CH:13]([CH2:14][F:15])[CH2:16][F:17])[C:5]([OH:7])=[O:6], predict the reactants needed to synthesize it. The reactants are: [Cl:1][C:2]1[CH:3]=[C:4]([CH:9]=[CH:10][C:11]=1[O:12][CH:13]([CH2:16][F:17])[CH2:14][F:15])[C:5]([O:7]C)=[O:6].[Li+].[OH-].Cl. (7) Given the product [C:37]([O:36][C:35](=[O:41])[NH:34][CH2:33][C:32]1[CH:31]=[CH:30][C:29]([C:27]2[NH:1][C:2]3=[N:3][CH:4]=[C:5]([Br:26])[C:6]([N:11]4[CH2:16][CH2:15][N:14]([CH2:17][C:18](=[O:19])[NH:20][C:21]5[S:22][CH:23]=[CH:24][N:25]=5)[CH2:13][CH2:12]4)=[C:7]3[N:8]=2)=[CH:43][CH:42]=1)([CH3:40])([CH3:39])[CH3:38], predict the reactants needed to synthesize it. The reactants are: [NH2:1][C:2]1[C:7]([N+:8]([O-])=O)=[C:6]([N:11]2[CH2:16][CH2:15][N:14]([CH2:17][C:18]([NH:20][C:21]3[S:22][CH:23]=[CH:24][N:25]=3)=[O:19])[CH2:13][CH2:12]2)[C:5]([Br:26])=[CH:4][N:3]=1.[CH:27]([C:29]1[CH:43]=[CH:42][C:32]([CH2:33][NH:34][C:35](=[O:41])[O:36][C:37]([CH3:40])([CH3:39])[CH3:38])=[CH:31][CH:30]=1)=O.[O-]S(S([O-])=O)=O.[Na+].[Na+]. (8) Given the product [F:3][C:4]1[C:5]([C:10]2[CH:11]=[C:12]([CH:16]=[C:17]([C:19]3[CH:24]=[CH:23][C:22]([CH3:25])=[CH:21][N:20]=3)[CH:18]=2)[C:13]([NH:36][C@@H:34]([C:31]2[CH:30]=[CH:29][C:28]([F:27])=[CH:33][N:32]=2)[CH3:35])=[O:15])=[N:6][CH:7]=[CH:8][CH:9]=1, predict the reactants needed to synthesize it. The reactants are: [Cl-].[Na+].[F:3][C:4]1[C:5]([C:10]2[CH:11]=[C:12]([CH:16]=[C:17]([C:19]3[CH:24]=[CH:23][C:22]([CH3:25])=[CH:21][N:20]=3)[CH:18]=2)[C:13]([OH:15])=O)=[N:6][CH:7]=[CH:8][CH:9]=1.Cl.[F:27][C:28]1[CH:29]=[CH:30][C:31]([C@H:34]([NH2:36])[CH3:35])=[N:32][CH:33]=1.C(Cl)CCl.C1C=CC2N(O)N=NC=2C=1.C(N(CC)CC)C. (9) Given the product [Br:6][C:7]1[C:8]([F:17])=[C:9]([CH2:13][CH2:14][OH:15])[CH:10]=[CH:11][CH:12]=1, predict the reactants needed to synthesize it. The reactants are: CS(O)(=O)=O.[Br:6][C:7]1[CH:12]=[CH:11][CH:10]=[C:9]([CH:13]=[CH:14][O:15]C)[C:8]=1[F:17].C(=O)(O)[O-].[Na+].[BH4-].[Na+]. (10) Given the product [Cl:27][C:28]1[CH:36]=[C:35]([C:37]#[C:38][CH2:39][CH2:40][O:41][CH3:42])[C:31]2[O:32][CH2:33][O:34][C:30]=2[C:29]=1[NH:43][C:2]1[C:11]2[C:6](=[CH:7][C:8]([O:14][CH2:15][CH2:16][CH2:17][N:18]3[CH2:23][CH2:22][N:21]([CH2:24][CH2:25][F:26])[CH2:20][CH2:19]3)=[C:9]([O:12][CH3:13])[CH:10]=2)[N:5]=[CH:4][N:3]=1, predict the reactants needed to synthesize it. The reactants are: Cl[C:2]1[C:11]2[C:6](=[CH:7][C:8]([O:14][CH2:15][CH2:16][CH2:17][N:18]3[CH2:23][CH2:22][N:21]([CH2:24][CH2:25][F:26])[CH2:20][CH2:19]3)=[C:9]([O:12][CH3:13])[CH:10]=2)[N:5]=[CH:4][N:3]=1.[Cl:27][C:28]1[CH:36]=[C:35]([C:37]#[C:38][CH2:39][CH2:40][O:41][CH3:42])[C:31]2[O:32][CH2:33][O:34][C:30]=2[C:29]=1[NH2:43].C[Si]([N-][Si](C)(C)C)(C)C.[Na+].